From a dataset of Full USPTO retrosynthesis dataset with 1.9M reactions from patents (1976-2016). Predict the reactants needed to synthesize the given product. (1) Given the product [NH2:20][C@H:3]([CH2:2][OH:1])[C:4]([NH:6][C:7]1[CH:12]=[CH:11][C:10]([C:13]2[O:17][CH:16]=[N:15][CH:14]=2)=[C:9]([O:18][CH3:19])[CH:8]=1)=[O:5], predict the reactants needed to synthesize it. The reactants are: [OH:1][CH2:2][C@@H:3]([NH:20]C(=O)OC(C)(C)C)[C:4]([NH:6][C:7]1[CH:12]=[CH:11][C:10]([C:13]2[O:17][CH:16]=[N:15][CH:14]=2)=[C:9]([O:18][CH3:19])[CH:8]=1)=[O:5].C(O)(C(F)(F)F)=O.C(=O)([O-])[O-].[Na+].[Na+]. (2) Given the product [F:16][C:17]1[CH:18]=[C:19]([C@:23]2([CH2:28][O:29][C:30]3[C:35](=[O:36])[N:34]([CH2:37][O:38][CH3:39])[C:33]([CH3:40])=[N:32][C:31]=3[CH3:41])[CH2:25][C@H:24]2[C:26]([OH:13])=[O:27])[CH:20]=[CH:21][CH:22]=1, predict the reactants needed to synthesize it. The reactants are: CC(=CC)C.P([O-])(O)(O)=O.[Na+].Cl([O-])=[O:13].[Na+].[F:16][C:17]1[CH:18]=[C:19]([C@:23]2([CH2:28][O:29][C:30]3[C:35](=[O:36])[N:34]([CH2:37][O:38][CH3:39])[C:33]([CH3:40])=[N:32][C:31]=3[CH3:41])[CH2:25][C@H:24]2[CH:26]=[O:27])[CH:20]=[CH:21][CH:22]=1. (3) Given the product [Br:10][C:9]#[C:8][C:5]1[CH:6]=[CH:7][C:2]([Cl:1])=[CH:3][CH:4]=1, predict the reactants needed to synthesize it. The reactants are: [Cl:1][C:2]1[CH:7]=[CH:6][C:5]([CH:8]=[C:9](Br)[Br:10])=[CH:4][CH:3]=1.CC(C)([O-])C.[K+]. (4) Given the product [I-:52].[OH:1][C@H:2]1[CH2:6][N:5]([C:7](=[O:28])[CH2:8][C:9]([C:22]2[CH:27]=[CH:26][CH:25]=[CH:24][CH:23]=2)([C:10]2[CH:15]=[CH:14][CH:13]=[CH:12][CH:11]=2)[C:16]2[CH:17]=[CH:18][CH:19]=[CH:20][CH:21]=2)[C@H:4]([C:29]([N:31]2[CH2:35][CH2:34][CH2:33][C@@H:32]2[C:36]([NH:38][CH2:39][C@@H:40]2[CH2:45][CH2:44][CH2:43][N+:42]([CH2:49][CH2:50][CH3:51])([CH2:46][CH2:47][CH3:48])[CH2:41]2)=[O:37])=[O:30])[CH2:3]1, predict the reactants needed to synthesize it. The reactants are: [OH:1][C@H:2]1[CH2:6][N:5]([C:7](=[O:28])[CH2:8][C:9]([C:22]2[CH:27]=[CH:26][CH:25]=[CH:24][CH:23]=2)([C:16]2[CH:21]=[CH:20][CH:19]=[CH:18][CH:17]=2)[C:10]2[CH:15]=[CH:14][CH:13]=[CH:12][CH:11]=2)[C@H:4]([C:29]([N:31]2[CH2:35][CH2:34][CH2:33][C@@H:32]2[C:36]([NH:38][CH2:39][C@@H:40]2[CH2:45][CH2:44][CH2:43][N:42]([CH2:46][CH2:47][CH3:48])[CH2:41]2)=[O:37])=[O:30])[CH2:3]1.[CH2:49]([I:52])[CH2:50][CH3:51]. (5) Given the product [NH2:1][C:2]1[N:7]=[CH:6][N:5]=[C:4]([NH:8][C:9]2[C:14](=[S:15])[NH:13][C:12]([C:16]([O:18][CH3:20])=[O:17])=[C:11]([CH3:19])[CH:10]=2)[CH:3]=1, predict the reactants needed to synthesize it. The reactants are: [NH2:1][C:2]1[N:7]=[CH:6][N:5]=[C:4]([NH:8][C:9]2[C:14](=[S:15])[NH:13][C:12]([C:16]([OH:18])=[O:17])=[C:11]([CH3:19])[CH:10]=2)[CH:3]=1.[CH3:20][Si](C=[N+]=[N-])(C)C. (6) Given the product [Cl:25][C:5]1[C:4]2[C:9](=[CH:10][CH:11]=[C:2]([CH:34]([C:33]3[C:32]([CH3:31])=[N:39][C:38]([CH3:40])=[CH:37][CH:36]=3)[OH:35])[CH:3]=2)[N:8]=[C:7]([O:12][CH3:13])[C:6]=1[CH2:14][C:15]1[CH:20]=[CH:19][C:18]([C:21]([F:24])([F:23])[F:22])=[CH:17][CH:16]=1, predict the reactants needed to synthesize it. The reactants are: Br[C:2]1[CH:3]=[C:4]2[C:9](=[CH:10][CH:11]=1)[N:8]=[C:7]([O:12][CH3:13])[C:6]([CH2:14][C:15]1[CH:20]=[CH:19][C:18]([C:21]([F:24])([F:23])[F:22])=[CH:17][CH:16]=1)=[C:5]2[Cl:25].[Li]CCCC.[CH3:31][C:32]1[N:39]=[C:38]([CH3:40])[CH:37]=[CH:36][C:33]=1[CH:34]=[O:35]. (7) Given the product [CH2:17]([N:14]1[CH:15]=[CH:16][C:11]([C:8]2[CH:9]=[CH:10][C:5]3[N:6]([C:2]([C:30]4[C:25]([O:24][CH3:23])=[N:26][CH:27]=[CH:28][CH:29]=4)=[CH:3][N:4]=3)[N:7]=2)=[CH:12][C:13]1=[O:22])[CH2:18][CH:19]([CH3:21])[CH3:20], predict the reactants needed to synthesize it. The reactants are: Br[C:2]1[N:6]2[N:7]=[C:8]([C:11]3[CH:16]=[CH:15][N:14]([CH2:17][CH2:18][CH:19]([CH3:21])[CH3:20])[C:13](=[O:22])[CH:12]=3)[CH:9]=[CH:10][C:5]2=[N:4][CH:3]=1.[CH3:23][O:24][C:25]1[C:30](B(O)O)=[CH:29][CH:28]=[CH:27][N:26]=1.C(=O)([O-])[O-].[K+].[K+].CC(C1C=C(C(C)C)C(C2C=CC=CC=2P(C2CCCCC2)C2CCCCC2)=C(C(C)C)C=1)C.